This data is from Full USPTO retrosynthesis dataset with 1.9M reactions from patents (1976-2016). The task is: Predict the reactants needed to synthesize the given product. (1) Given the product [CH2:21]([C@@H:17]([N:15]([CH3:16])[C:38]([C@H:37]([N:35]([CH3:36])[C:33](=[O:34])/[CH:63]=[C:62](\[CH3:67])/[CH2:61][C:60]([NH2:59])([CH3:69])[CH3:68])[CH2:41][C:42]1[CH:51]=[CH:50][C:49]2[C:44](=[CH:45][CH:46]=[CH:47][CH:48]=2)[CH:43]=1)=[O:40])[C:18]([N:5]1[CH2:6][CH2:7][CH:2]([OH:1])[CH2:3][CH2:4]1)=[O:20])[C:22]1[CH:23]=[CH:24][CH:25]=[CH:26][CH:27]=1, predict the reactants needed to synthesize it. The reactants are: [OH:1][CH:2]1[CH2:7][CH2:6][NH:5][CH2:4][CH2:3]1.C(OC([N:15]([C@H:17]([CH2:21][C:22]1[CH:27]=[CH:26][CH:25]=[CH:24][CH:23]=1)[C:18]([OH:20])=O)[CH3:16])=O)(C)(C)C.C(O[C:33]([N:35]([C@H:37]([CH2:41][C:42]1[CH:51]=[CH:50][C:49]2[C:44](=[CH:45][CH:46]=[CH:47][CH:48]=2)[CH:43]=1)[C:38]([OH:40])=O)[CH3:36])=[O:34])(C)(C)C.C(OC([NH:59][C:60]([CH3:69])([CH3:68])[CH2:61]/[C:62](/[CH3:67])=[CH:63]/C(O)=O)=O)(C)(C)C. (2) Given the product [CH3:20][O:21][C:22]1[CH:29]=[C:28]([O:30][CH3:31])[C:27]([C:32]2[S:33][CH:34]=[CH:35][CH:36]=2)=[CH:26][C:23]=1/[CH:24]=[CH:2]/[C:1]([C:4]1[CH:5]=[CH:6][C:7]([S:10]([NH:13][C:14]2[CH:18]=[C:17]([CH3:19])[O:16][N:15]=2)(=[O:11])=[O:12])=[CH:8][CH:9]=1)=[O:3], predict the reactants needed to synthesize it. The reactants are: [C:1]([C:4]1[CH:9]=[CH:8][C:7]([S:10]([NH:13][C:14]2[CH:18]=[C:17]([CH3:19])[O:16][N:15]=2)(=[O:12])=[O:11])=[CH:6][CH:5]=1)(=[O:3])[CH3:2].[CH3:20][O:21][C:22]1[CH:29]=[C:28]([O:30][CH3:31])[C:27]([C:32]2[S:33][CH:34]=[CH:35][CH:36]=2)=[CH:26][C:23]=1[CH:24]=O.C[O-].[Li+].Cl. (3) Given the product [CH2:31]([CH:28]([CH2:29][CH3:30])[C:27]([NH:26][C:23]1[CH:24]=[CH:25][C:20]([N:17]2[CH2:16][CH2:15][CH:14]([C:6]([OH:13])([C:7]3[CH:8]=[CH:9][CH:10]=[CH:11][CH:12]=3)[CH2:2][CH2:3][CH2:4][CH3:5])[CH2:19][CH2:18]2)=[C:21]([F:34])[CH:22]=1)=[O:33])[CH3:32], predict the reactants needed to synthesize it. The reactants are: [Li][CH2:2][CH2:3][CH2:4][CH3:5].[C:6]([CH:14]1[CH2:19][CH2:18][N:17]([C:20]2[CH:25]=[CH:24][C:23]([NH:26][C:27](=[O:33])[CH:28]([CH2:31][CH3:32])[CH2:29][CH3:30])=[CH:22][C:21]=2[F:34])[CH2:16][CH2:15]1)(=[O:13])[C:7]1[CH:12]=[CH:11][CH:10]=[CH:9][CH:8]=1.C([O-])(O)=O.[Na+]. (4) Given the product [Cl:8][C:9]1[CH:10]=[CH:11][C:12]([CH2:13][N:14]([CH2:30][CH2:31][N:32]([CH2:33][CH3:34])[CH2:35][CH3:36])[C:15]([N:17]2[CH2:18][CH2:19][N:20]([C:49]3[C:50]4[C@H:57]([CH3:58])[CH2:56][CH:55]([OH:59])[C:51]=4[N:52]=[CH:53][N:54]=3)[CH2:21][CH2:22]2)=[O:16])=[CH:37][CH:38]=1, predict the reactants needed to synthesize it. The reactants are: FC(F)(F)C(O)=O.[Cl:8][C:9]1[CH:38]=[CH:37][C:12]([CH2:13][N:14]([CH2:30][CH2:31][N:32]([CH2:35][CH3:36])[CH2:33][CH3:34])[C:15]([N:17]2[CH2:22][CH2:21][N:20](C(OC(C)(C)C)=O)[CH2:19][CH2:18]2)=[O:16])=[CH:11][CH:10]=1.C(N(CC)C(C)C)(C)C.Cl[C:49]1[C:50]2[C@H:57]([CH3:58])[CH2:56][CH:55]([OH:59])[C:51]=2[N:52]=[CH:53][N:54]=1.